This data is from Forward reaction prediction with 1.9M reactions from USPTO patents (1976-2016). The task is: Predict the product of the given reaction. (1) Given the reactants [CH2:1]([NH2:11])[C:2]1[CH:10]=[CH:9][C:8]2[O:7][CH2:6][O:5][C:4]=2[CH:3]=1.C(N(CC)CC)C.[C:19](Cl)(=[O:26])[C:20]1[CH:25]=[CH:24][CH:23]=[CH:22][CH:21]=1, predict the reaction product. The product is: [C:19]([NH:11][CH2:1][C:2]1[CH:10]=[CH:9][C:8]2[O:7][CH2:6][O:5][C:4]=2[CH:3]=1)(=[O:26])[C:20]1[CH:25]=[CH:24][CH:23]=[CH:22][CH:21]=1. (2) Given the reactants [Cl:1][C:2]1[CH:7]=[CH:6][C:5]([C:8]2[S:16][C:15]3[C:14](=[O:17])[N:13]([C:18]4[CH:23]=[CH:22][C:21](O)=[C:20]([O:25][CH3:26])[CH:19]=4)[CH:12]=[N:11][C:10]=3[CH:9]=2)=[CH:4][CH:3]=1.COC1C=C([NH2:35])C=CC=1N, predict the reaction product. The product is: [NH2:35][C:21]1[CH:22]=[CH:23][C:18]([N:13]2[C:14](=[O:17])[C:15]3[S:16][C:8]([C:5]4[CH:4]=[CH:3][C:2]([Cl:1])=[CH:7][CH:6]=4)=[CH:9][C:10]=3[N:11]=[CH:12]2)=[CH:19][C:20]=1[O:25][CH3:26]. (3) Given the reactants [Cl:1][C:2]1[CH:7]=[C:6]([Cl:8])[CH:5]=[CH:4][C:3]=1[C:9]1[N:10]=[C:11](/[CH:24]=[CH:25]/[C:26]2[CH:31]=[CH:30][C:29]([C:32]3[CH:37]=[CH:36][CH:35]=[C:34]([C:38]([F:41])([F:40])[F:39])[CH:33]=3)=[CH:28][CH:27]=2)[N:12]([CH2:14][C:15]2[CH:23]=[CH:22][C:18]([C:19](O)=[O:20])=[CH:17][CH:16]=2)[CH:13]=1.C(Cl)(=O)C(Cl)=O.C([N-]C(C)C)(C)C.[Li+].[C:56]([O:59][CH2:60][CH3:61])(=[O:58])[CH3:57], predict the reaction product. The product is: [CH2:60]([O:59][C:56](=[O:58])[CH2:57][C:19]([C:18]1[CH:22]=[CH:23][C:15]([CH2:14][N:12]2[CH:13]=[C:9]([C:3]3[CH:4]=[CH:5][C:6]([Cl:8])=[CH:7][C:2]=3[Cl:1])[N:10]=[C:11]2/[CH:24]=[CH:25]/[C:26]2[CH:31]=[CH:30][C:29]([C:32]3[CH:37]=[CH:36][CH:35]=[C:34]([C:38]([F:39])([F:40])[F:41])[CH:33]=3)=[CH:28][CH:27]=2)=[CH:16][CH:17]=1)=[O:20])[CH3:61]. (4) Given the reactants C(NC(C)C)(C)C.[Li]CCCC.[Cl:13][C:14]1[C:23]2[C:18](=[CH:19][CH:20]=[CH:21][C:22]=2[C:24]2[CH:29]=[CH:28][CH:27]=[CH:26][CH:25]=2)[CH:17]=[C:16]([Cl:30])[N:15]=1.[I:31]I, predict the reaction product. The product is: [Cl:13][C:14]1[C:23]2[C:18](=[CH:19][CH:20]=[CH:21][C:22]=2[C:24]2[CH:29]=[CH:28][CH:27]=[CH:26][CH:25]=2)[C:17]([I:31])=[C:16]([Cl:30])[N:15]=1. (5) Given the reactants [CH3:1][O:2][CH2:3][CH2:4][N:5]1[CH2:10][CH2:9][N:8]([CH2:11][CH2:12][C:13]2[CH:19]=[CH:18][CH:17]=[CH:16][C:14]=2[NH2:15])[CH2:7][CH2:6]1.Cl[C:21]1[C:22]2[C:29]([C:30]([C:32]3[CH:37]=[CH:36][CH:35]=[CH:34][CH:33]=3)=[O:31])=[CH:28][NH:27][C:23]=2[N:24]=[CH:25][N:26]=1, predict the reaction product. The product is: [CH3:1][O:2][CH2:3][CH2:4][N:5]1[CH2:10][CH2:9][N:8]([CH2:11][CH2:12][C:13]2[CH:19]=[CH:18][CH:17]=[CH:16][C:14]=2[NH:15][C:21]2[C:22]3[C:29]([C:30]([C:32]4[CH:33]=[CH:34][CH:35]=[CH:36][CH:37]=4)=[O:31])=[CH:28][NH:27][C:23]=3[N:24]=[CH:25][N:26]=2)[CH2:7][CH2:6]1. (6) Given the reactants [CH3:1][O:2][C:3]1[CH:8]=[CH:7][C:6]([N:9]2[CH:13]=[CH:12][C:11](CO)=[N:10]2)=[CH:5][C:4]=1B1OC(C)(C)C(C)(C)O1.Cl[C:26]1[N:31]=[N:30][C:29]([N:32]([CH3:43])[CH:33]2[CH2:38][C:37]([CH3:40])([CH3:39])[NH:36][C:35]([CH3:42])([CH3:41])[CH2:34]2)=[CH:28][CH:27]=1.P([O-])([O-])([O-])=O.[K+].[K+].[K+].[CH3:52][O:53]C1C=CC=C(OC)C=1C1C=CC=CC=1P(C1CCCCC1)C1CCCCC1, predict the reaction product. The product is: [CH3:1][O:2][C:3]1[CH:8]=[CH:7][C:6]([N:9]2[CH:13]=[C:12]([CH2:52][OH:53])[CH:11]=[N:10]2)=[CH:5][C:4]=1[C:26]1[N:31]=[N:30][C:29]([N:32]([CH3:43])[CH:33]2[CH2:38][C:37]([CH3:40])([CH3:39])[NH:36][C:35]([CH3:42])([CH3:41])[CH2:34]2)=[CH:28][CH:27]=1. (7) Given the reactants C([O:3][C:4]([C:6]1([C:9]2[CH:14]=[CH:13][C:12]([C:15]3[CH:20]=[CH:19][C:18]([C:21]4[O:25][N:24]=[C:23]([CH3:26])[C:22]=4[CH2:27]Br)=[CH:17][CH:16]=3)=[CH:11][CH:10]=2)[CH2:8][CH2:7]1)=[O:5])C.[C:29]1([CH2:35][CH:36]([OH:38])[CH3:37])[CH:34]=[CH:33][CH:32]=[CH:31][CH:30]=1, predict the reaction product. The product is: [CH3:26][C:23]1[C:22]([CH2:27][O:38][CH:36]([CH3:37])[CH2:35][C:29]2[CH:34]=[CH:33][CH:32]=[CH:31][CH:30]=2)=[C:21]([C:18]2[CH:17]=[CH:16][C:15]([C:12]3[CH:13]=[CH:14][C:9]([C:6]4([C:4]([OH:3])=[O:5])[CH2:8][CH2:7]4)=[CH:10][CH:11]=3)=[CH:20][CH:19]=2)[O:25][N:24]=1. (8) Given the reactants Br[C:2]1[N:3]=[CH:4][C:5]([NH:8][C:9]2[CH:13]=[C:12]([C:14]3[C:31]([O:32][CH3:33])=[CH:30][CH:29]=[CH:28][C:15]=3[O:16][CH2:17][CH2:18][CH2:19][NH:20][C:21](=[O:27])[O:22][C:23]([CH3:26])([CH3:25])[CH3:24])[NH:11][N:10]=2)=[N:6][CH:7]=1.[CH3:34][N:35](C=O)C, predict the reaction product. The product is: [C:34]([C:2]1[N:3]=[CH:4][C:5]([NH:8][C:9]2[CH:13]=[C:12]([C:14]3[C:31]([O:32][CH3:33])=[CH:30][CH:29]=[CH:28][C:15]=3[O:16][CH2:17][CH2:18][CH2:19][NH:20][C:21](=[O:27])[O:22][C:23]([CH3:25])([CH3:24])[CH3:26])[NH:11][N:10]=2)=[N:6][CH:7]=1)#[N:35].